From a dataset of Drug-target binding data from BindingDB using Ki measurements. Regression. Given a target protein amino acid sequence and a drug SMILES string, predict the binding affinity score between them. We predict pKi (pKi = -log10(Ki in M); higher means stronger inhibition). Dataset: bindingdb_ki. (1) The drug is COc1cc(-c2ccc3c(c2)Nc2ccc(C(=O)N4CCCC4C(=O)O)cc2NC3=O)ccc1O. The target protein sequence is AVPFVEDWDLVQTLGEGAYGEVQLAVNRVTEEAVAVKIVDMKRAVDCPENIKKEICINKMLNHENVVKFYGHRREGNIQYLFLEYCSGGELFDRIEPDIGMPEPDAQRFFHQLMAGVVYLHGIGITHRDIKPENLLLDERDNLKISDFGLATVFRYNNRERLLNKMCGTLPYVAPELLKRREFHAEPVDVWSCGIVLTAMLAGELPWDQPSDSCQEYSDWKEKKTYLNPWKKIDSAPLALLHKILVENPSARITIPDIKKDRWYNKPLKKGAKRPRVTS. The pKi is 6.9. (2) The compound is CO[C@@H]1O[C@H](CO)[C@@H](O[C@@H]2O[C@H](CO)[C@@H](S[C@@H]3C=C(CO)[C@@H](O[C@@H]4O[C@H](CO)[C@@H](O)[C@H](O)[C@H]4O)[C@H](O)[C@H]3O)[C@H](O)[C@H]2O)[C@H](O)[C@H]1O. The target protein (P43316) has sequence ADGRSTRYWDCCKPSCGWAKKAPVNQPVFSCNANFQRITDFDAKSGCEPGGVAYSCADQTPWAVNDDFALGFAATSIAGSNEAGWCCACYELTFTSGPVAGKKMVVQSTSTGGDLGSNHFDLNIPGGGVGIFDGCTPQFGGLPGQRYGGISSRNECDRFPDALKPGCYWRFDWFKNADNPSFSFRQVQCPAELVARTGCRRNDDGNFPAVQIP. The pKi is 2.8. (3) The compound is Nc1cc(C(F)(F)F)c(S(N)(=O)=O)cc1S(N)(=O)=O. The target protein sequence is MRFVSMIIKDILRENQDFRFRDLSDLKHSPKLCIITCMDSRLIDLLERALGIGRGDAKVIKNAGNIVDDGVIRSAAVAIYALGVNEIIIVGHTDCGMARLDEDLIVSRMRELGVEEEVIENFSIDVLNPVGDEEENVIEGVKRLKSSPLIPESIGVHGLIIDINTGRLKPLYLDED. The pKi is 4.3.